Dataset: Forward reaction prediction with 1.9M reactions from USPTO patents (1976-2016). Task: Predict the product of the given reaction. Given the reactants [NH2:1][NH2:2].[Cl:3][C:4]1[CH:9]=[CH:8][C:7]([C:10]([C:12]2[CH:13]=[CH:14][C:15]3[NH:21][C:20](=S)[CH2:19][N:18]=[C:17]([C:23]4[CH:28]=[CH:27][CH:26]=[C:25]([Cl:29])[CH:24]=4)[C:16]=3[CH:30]=2)=[O:11])=[CH:6][CH:5]=1.C([O-])([O-])=O.[K+].[K+], predict the reaction product. The product is: [Cl:3][C:4]1[CH:9]=[CH:8][C:7]([C:10]([C:12]2[CH:13]=[CH:14][C:15]3[N:21]=[C:20]([NH:1][NH2:2])[CH2:19][N:18]=[C:17]([C:23]4[CH:28]=[CH:27][CH:26]=[C:25]([Cl:29])[CH:24]=4)[C:16]=3[CH:30]=2)=[O:11])=[CH:6][CH:5]=1.